This data is from Forward reaction prediction with 1.9M reactions from USPTO patents (1976-2016). The task is: Predict the product of the given reaction. (1) Given the reactants C(=[N:8]/[CH2:9][CH:10]1[CH2:15][CH2:14][NH:13][CH2:12][CH2:11]1)\C1C=CC=CC=1.[N+:16]([C:19]1[N:20]([CH2:24][CH:25]2[CH2:27][O:26]2)[CH:21]=[CH:22][N:23]=1)([O-:18])=[O:17], predict the reaction product. The product is: [NH2:8][CH2:9][CH:10]1[CH2:11][CH2:12][N:13]([CH2:27][CH:25]([OH:26])[CH2:24][N:20]2[CH:21]=[CH:22][N:23]=[C:19]2[N+:16]([O-:18])=[O:17])[CH2:14][CH2:15]1. (2) Given the reactants Br[C:2]1[CH:7]=[CH:6][C:5]([S:8]([N:11]([CH3:13])[CH3:12])(=[O:10])=[O:9])=[C:4]([O:14][C:15]([F:18])([F:17])[F:16])[CH:3]=1.[C:19]([C:21]1[N:25]([CH3:26])[C:24](B(O)O)=[CH:23][CH:22]=1)#[N:20].[F-].[K+].C(P(C(C)(C)C)C(C)(C)C)(C)(C)C, predict the reaction product. The product is: [C:19]([C:21]1[N:25]([CH3:26])[C:24]([C:2]2[CH:7]=[CH:6][C:5]([S:8]([N:11]([CH3:13])[CH3:12])(=[O:10])=[O:9])=[C:4]([O:14][C:15]([F:18])([F:17])[F:16])[CH:3]=2)=[CH:23][CH:22]=1)#[N:20]. (3) Given the reactants [Br:1][C:2]1[CH:3]=[C:4]([CH:16]=[C:17]([Br:19])[CH:18]=1)[CH2:5][O:6][CH2:7][C:8]1[O:12][N:11]=[C:10]([C:13]([OH:15])=O)[CH:9]=1.Cl.[O:21]1[CH2:25][CH2:24][CH:23]([CH2:26][NH2:27])[CH2:22]1.C(N(CC)CC)C.ON1C2C=CC=CC=2N=N1.Cl.C(N=C=NCCCN(C)C)C, predict the reaction product. The product is: [O:21]1[CH2:25][CH2:24][CH:23]([CH2:26][NH:27][C:13]([C:10]2[CH:9]=[C:8]([CH2:7][O:6][CH2:5][C:4]3[CH:16]=[C:17]([Br:19])[CH:18]=[C:2]([Br:1])[CH:3]=3)[O:12][N:11]=2)=[O:15])[CH2:22]1. (4) Given the reactants [C:1]([O:5][C:6](=[O:22])[C@@H:7]([N:11]1[CH2:20][C:19]2[C:14](=[CH:15][CH:16]=[CH:17][CH:18]=2)[NH:13][C:12]1=[O:21])[CH:8]([CH3:10])[CH3:9])([CH3:4])([CH3:3])[CH3:2].[Cl:23][C:24]1[CH:25]=[C:26]([CH:29]=[CH:30][CH:31]=1)[CH2:27]Br.[H-].[Na+], predict the reaction product. The product is: [C:1]([O:5][C:6](=[O:22])[C@@H:7]([N:11]1[CH2:20][C:19]2[C:14](=[CH:15][CH:16]=[CH:17][CH:18]=2)[N:13]([CH2:27][C:26]2[CH:29]=[CH:30][CH:31]=[C:24]([Cl:23])[CH:25]=2)[C:12]1=[O:21])[CH:8]([CH3:10])[CH3:9])([CH3:3])([CH3:4])[CH3:2]. (5) The product is: [Cl:12][CH2:13][C:14]([N:16]1[CH2:19][CH2:18][CH:17]1[C:20]#[N:22])=[O:15]. Given the reactants CN(C)C=O.C(Cl)(=O)C(Cl)=O.[Cl:12][CH2:13][C:14]([N:16]1[CH2:19][CH2:18][CH:17]1[C:20]([NH2:22])=O)=[O:15].C(N(CC)CC)C, predict the reaction product. (6) The product is: [OH:2][C:3]12[CH2:12][CH:7]3[CH2:8][CH:9]([CH2:11][C:5]([CH2:13][O:14][C:15]([C:17]([F:23])([F:22])[S:18]([O-:21])(=[O:19])=[O:20])=[O:16])([CH2:6]3)[CH2:4]1)[CH2:10]2.[C:42]1([S+:35]([C:29]2[CH:30]=[CH:31][CH:32]=[CH:33][CH:34]=2)[C:36]2[CH:41]=[CH:40][CH:39]=[CH:38][CH:37]=2)[CH:43]=[CH:44][CH:45]=[CH:46][CH:47]=1. Given the reactants [Na].[OH:2][C:3]12[CH2:12][CH:7]3[CH2:8][CH:9]([CH2:11][C:5]([CH2:13][O:14][C:15]([C:17]([F:23])([F:22])[S:18]([OH:21])(=[O:20])=[O:19])=[O:16])([CH2:6]3)[CH2:4]1)[CH2:10]2.C(Cl)(Cl)Cl.[Cl-].[C:29]1([S+:35]([C:42]2[CH:47]=[CH:46][CH:45]=[CH:44][CH:43]=2)[C:36]2[CH:41]=[CH:40][CH:39]=[CH:38][CH:37]=2)[CH:34]=[CH:33][CH:32]=[CH:31][CH:30]=1, predict the reaction product. (7) Given the reactants [Cl:1][C:2]1[N:7]=[C:6]([Cl:8])[C:5]([CH:9]([NH:11][C:12]2[CH:17]=[CH:16][C:15]([O:18][CH3:19])=[CH:14][CH:13]=2)[CH3:10])=[CH:4][N:3]=1.[CH3:20][C@H:21]([N:28]=[C:29]=[O:30])[C:22]1[CH:27]=[CH:26][CH:25]=[CH:24][CH:23]=1, predict the reaction product. The product is: [Cl:1][C:2]1[N:7]=[C:6]([Cl:8])[C:5]([CH:9]([N:11]([C:12]2[CH:17]=[CH:16][C:15]([O:18][CH3:19])=[CH:14][CH:13]=2)[C:29]([NH:28][C@H:21]([C:22]2[CH:27]=[CH:26][CH:25]=[CH:24][CH:23]=2)[CH3:20])=[O:30])[CH3:10])=[CH:4][N:3]=1. (8) Given the reactants [Br:1][C:2]1[CH:3]=[C:4]([N+:9]([O-])=O)[C:5]([Cl:8])=[N:6][CH:7]=1, predict the reaction product. The product is: [Br:1][C:2]1[CH:3]=[C:4]([NH2:9])[C:5]([Cl:8])=[N:6][CH:7]=1.